From a dataset of Reaction yield outcomes from USPTO patents with 853,638 reactions. Predict the reaction yield, written as a fraction of the theoretical maximum amount of product (1.0 means a 100% yield; for example, 0.34 means a 34% yield). (1) The reactants are [CH3:1][NH:2][C:3]([NH2:5])=[O:4].[C:6](O)(=[O:11])[CH2:7][C:8](O)=[O:9].C(OC(=O)C)(=O)C. The catalyst is C(O)(=O)C. The product is [CH3:1][N:2]1[C:8](=[O:9])[CH2:7][C:6](=[O:11])[NH:5][C:3]1=[O:4]. The yield is 0.640. (2) The reactants are Br[C:2]1[N:7]=[CH:6][C:5]([CH2:8][N:9]2[C:17]3[C:12](=[C:13]([C@@H:18]([OH:20])[CH3:19])[CH:14]=[CH:15][CH:16]=3)[C:11]([F:22])([F:21])[C:10]2=[O:23])=[CH:4][CH:3]=1.[N:24]1[N:25]=[CH:26][NH:27][CH:28]=1.CN[C@@H]1CCCC[C@H]1NC.C(=O)([O-])[O-].[Cs+].[Cs+]. The catalyst is [Cu]I.CN(C)C=O. The product is [F:21][C:11]1([F:22])[C:12]2[C:17](=[CH:16][CH:15]=[CH:14][C:13]=2[C@@H:18]([OH:20])[CH3:19])[N:9]([CH2:8][C:5]2[CH:6]=[N:7][C:2]([N:24]3[CH:28]=[N:27][CH:26]=[N:25]3)=[CH:3][CH:4]=2)[C:10]1=[O:23]. The yield is 0.150. (3) The reactants are Br[C:2]1[CH:7]=[CH:6][C:5]([O:8][Si:9]([CH:16]([CH3:18])[CH3:17])([CH:13]([CH3:15])[CH3:14])[CH:10]([CH3:12])[CH3:11])=[CH:4][CH:3]=1.C([Li])CCC.[B:24](OC(C)C)([O:29]C(C)C)[O:25]C(C)C. The catalyst is C1COCC1. The product is [CH:10]([Si:9]([CH:16]([CH3:18])[CH3:17])([CH:13]([CH3:15])[CH3:14])[O:8][C:5]1[CH:6]=[CH:7][C:2]([B:24]([OH:29])[OH:25])=[CH:3][CH:4]=1)([CH3:12])[CH3:11]. The yield is 0.680. (4) The reactants are N1C=CC=CC=1.Cl[C:8]([O:10][CH:11]([Cl:13])[CH3:12])=[O:9].[C:14]([O:18][CH2:19][CH2:20][CH2:21][CH2:22][OH:23])(=[O:17])[CH:15]=[CH2:16]. The catalyst is ClCCl. The product is [C:8](=[O:9])([O:23][CH2:22][CH2:21][CH2:20][CH2:19][O:18][C:14](=[O:17])[CH:15]=[CH2:16])[O:10][CH:11]([Cl:13])[CH3:12]. The yield is 0.900.